From a dataset of NCI-60 drug combinations with 297,098 pairs across 59 cell lines. Regression. Given two drug SMILES strings and cell line genomic features, predict the synergy score measuring deviation from expected non-interaction effect. (1) Drug 1: CNC(=O)C1=CC=CC=C1SC2=CC3=C(C=C2)C(=NN3)C=CC4=CC=CC=N4. Drug 2: CC(C)CN1C=NC2=C1C3=CC=CC=C3N=C2N. Cell line: SF-539. Synergy scores: CSS=8.31, Synergy_ZIP=-3.93, Synergy_Bliss=-2.65, Synergy_Loewe=-8.79, Synergy_HSA=-5.07. (2) Drug 1: C1CN(CCN1C(=O)CCBr)C(=O)CCBr. Drug 2: CC1CCCC2(C(O2)CC(NC(=O)CC(C(C(=O)C(C1O)C)(C)C)O)C(=CC3=CSC(=N3)C)C)C. Cell line: SNB-19. Synergy scores: CSS=13.9, Synergy_ZIP=-8.36, Synergy_Bliss=-20.9, Synergy_Loewe=-19.5, Synergy_HSA=-17.2. (3) Cell line: IGROV1. Drug 1: C1CC(=O)NC(=O)C1N2C(=O)C3=CC=CC=C3C2=O. Drug 2: N.N.Cl[Pt+2]Cl. Synergy scores: CSS=62.9, Synergy_ZIP=-0.908, Synergy_Bliss=1.86, Synergy_Loewe=-12.6, Synergy_HSA=1.38. (4) Drug 1: CN(CC1=CN=C2C(=N1)C(=NC(=N2)N)N)C3=CC=C(C=C3)C(=O)NC(CCC(=O)O)C(=O)O. Drug 2: CCCCCOC(=O)NC1=NC(=O)N(C=C1F)C2C(C(C(O2)C)O)O. Cell line: MDA-MB-231. Synergy scores: CSS=-1.70, Synergy_ZIP=1.32, Synergy_Bliss=1.99, Synergy_Loewe=-7.18, Synergy_HSA=-3.47. (5) Drug 1: C1C(C(OC1N2C=C(C(=O)NC2=O)F)CO)O. Drug 2: CCC1(C2=C(COC1=O)C(=O)N3CC4=CC5=C(C=CC(=C5CN(C)C)O)N=C4C3=C2)O.Cl. Cell line: EKVX. Synergy scores: CSS=5.55, Synergy_ZIP=-1.21, Synergy_Bliss=-1.83, Synergy_Loewe=-3.99, Synergy_HSA=-2.04. (6) Drug 1: C1CN(CCN1C(=O)CCBr)C(=O)CCBr. Drug 2: C1CCC(C(C1)N)N.C(=O)(C(=O)[O-])[O-].[Pt+4]. Cell line: SF-295. Synergy scores: CSS=44.6, Synergy_ZIP=-5.68, Synergy_Bliss=-4.53, Synergy_Loewe=-0.146, Synergy_HSA=1.24.